Task: Predict which catalyst facilitates the given reaction.. Dataset: Catalyst prediction with 721,799 reactions and 888 catalyst types from USPTO (1) Reactant: [CH2:1]([O:4][C:5]1[C:13]([O:14][CH3:15])=[CH:12][C:8]([C:9](O)=[O:10])=[CH:7][C:6]=1[O:16][CH3:17])[C:2]#[CH:3].S(Cl)([Cl:20])=O. Product: [CH2:1]([O:4][C:5]1[C:13]([O:14][CH3:15])=[CH:12][C:8]([C:9]([Cl:20])=[O:10])=[CH:7][C:6]=1[O:16][CH3:17])[C:2]#[CH:3]. The catalyst class is: 575. (2) Reactant: [NH2:1][C:2]1[C:6]([C:7]#[N:8])=[CH:5][NH:4][N:3]=1.C([O-])([O-])=O.[K+].[K+].Br[CH:16]1[CH2:20][CH2:19][CH2:18][CH2:17]1. Product: [NH2:1][C:2]1[C:6]([C:7]#[N:8])=[CH:5][N:4]([CH:16]2[CH2:20][CH2:19][CH2:18][CH2:17]2)[N:3]=1. The catalyst class is: 3.